Regression. Given two drug SMILES strings and cell line genomic features, predict the synergy score measuring deviation from expected non-interaction effect. From a dataset of NCI-60 drug combinations with 297,098 pairs across 59 cell lines. (1) Drug 1: CCCS(=O)(=O)NC1=C(C(=C(C=C1)F)C(=O)C2=CNC3=C2C=C(C=N3)C4=CC=C(C=C4)Cl)F. Drug 2: B(C(CC(C)C)NC(=O)C(CC1=CC=CC=C1)NC(=O)C2=NC=CN=C2)(O)O. Cell line: SK-MEL-28. Synergy scores: CSS=22.8, Synergy_ZIP=-3.49, Synergy_Bliss=-1.58, Synergy_Loewe=-4.44, Synergy_HSA=-4.02. (2) Drug 1: C1=CC(=CC=C1CCC2=CNC3=C2C(=O)NC(=N3)N)C(=O)NC(CCC(=O)O)C(=O)O. Drug 2: CN1C2=C(C=C(C=C2)N(CCCl)CCCl)N=C1CCCC(=O)O.Cl. Cell line: SK-MEL-2. Synergy scores: CSS=14.3, Synergy_ZIP=-2.34, Synergy_Bliss=-0.762, Synergy_Loewe=-21.6, Synergy_HSA=-1.88.